Dataset: Peptide-MHC class II binding affinity with 134,281 pairs from IEDB. Task: Regression. Given a peptide amino acid sequence and an MHC pseudo amino acid sequence, predict their binding affinity value. This is MHC class II binding data. The peptide sequence is GALQIVDKIDAAFKI. The MHC is DRB5_0101 with pseudo-sequence DRB5_0101. The binding affinity (normalized) is 0.737.